Dataset: Forward reaction prediction with 1.9M reactions from USPTO patents (1976-2016). Task: Predict the product of the given reaction. (1) Given the reactants [O:1]1[CH2:6][CH2:5][CH:4]([CH2:7][C:8]([O:10][CH3:11])=[O:9])[CH2:3][CH2:2]1.[Li+].CC([N-]C(C)C)C.C[Si](Cl)(C)C.[Br:25]N1C(=O)CCC1=O, predict the reaction product. The product is: [Br:25][CH:7]([CH:4]1[CH2:5][CH2:6][O:1][CH2:2][CH2:3]1)[C:8]([O:10][CH3:11])=[O:9]. (2) Given the reactants Cl.[Cl:2][C:3]1[CH:8]=[CH:7][C:6]([C:9]2[C:17]3[C:12](=[CH:13][C:14]([O:18][CH2:19][CH2:20][N:21]4[CH2:26][CH2:25][N:24]([S:27]([CH3:30])(=[O:29])=[O:28])[CH2:23][CH2:22]4)=[CH:15][CH:16]=3)[C:11](=[O:31])[C:10]=2C2C=CC(F)=C(F)C=2)=[CH:5][CH:4]=1.O1CCN(CCOC2C=C3C(C(C4C=CC=CC=4)=C(Br)C3=O)=CC=2)CC1.[N:66]1[CH:71]=[C:70](B(O)O)[CH:69]=[N:68][CH:67]=1, predict the reaction product. The product is: [ClH:2].[Cl:2][C:3]1[CH:8]=[CH:7][C:6]([C:9]2[C:17]3[C:12](=[CH:13][C:14]([O:18][CH2:19][CH2:20][N:21]4[CH2:22][CH2:23][N:24]([S:27]([CH3:30])(=[O:29])=[O:28])[CH2:25][CH2:26]4)=[CH:15][CH:16]=3)[C:11](=[O:31])[C:10]=2[C:70]2[CH:71]=[N:66][CH:67]=[N:68][CH:69]=2)=[CH:5][CH:4]=1. (3) Given the reactants [F:1][C:2]1[CH:7]=[C:6]([F:8])[CH:5]=[CH:4][C:3]=1[C@:9]([OH:25])([C@H:16]([C:18]1[C:23]([F:24])=[CH:22][N:21]=[CH:20][N:19]=1)[CH3:17])[CH2:10][N:11]1[CH:15]=[N:14][CH:13]=[N:12]1.C(N(C(C)C)[P:30]([O:39][CH2:40][C:41]1[CH:46]=[CH:45][CH:44]=[CH:43][CH:42]=1)[O:31][CH2:32][C:33]1[CH:38]=[CH:37][CH:36]=[CH:35][CH:34]=1)(C)C.ClC1C=C(C=CC=1)C(OO)=[O:55], predict the reaction product. The product is: [P:30]([O:25][C@@:9]([C:3]1[CH:4]=[CH:5][C:6]([F:8])=[CH:7][C:2]=1[F:1])([C@H:16]([C:18]1[C:23]([F:24])=[CH:22][N:21]=[CH:20][N:19]=1)[CH3:17])[CH2:10][N:11]1[CH:15]=[N:14][CH:13]=[N:12]1)([O:31][CH2:32][C:33]1[CH:34]=[CH:35][CH:36]=[CH:37][CH:38]=1)([O:39][CH2:40][C:41]1[CH:42]=[CH:43][CH:44]=[CH:45][CH:46]=1)=[O:55]. (4) Given the reactants C[O:2][C:3](=[O:41])[CH2:4][C@H:5]1[C:9]2[CH:10]=[CH:11][C:12]([O:14][C@H:15]3[C:23]4[C:18](=[C:19]([O:25][C:26]5[CH:31]=[CH:30][C:29]([CH2:32][N:33]6[CH2:38][CH2:37][CH2:36][CH2:35][CH2:34]6)=[CH:28][C:27]=5[C:39]#[N:40])[CH:20]=[CH:21][C:22]=4[F:24])[CH2:17][CH2:16]3)=[CH:13][C:8]=2[O:7][CH2:6]1.[OH-].[K+], predict the reaction product. The product is: [C:39]([C:27]1[CH:28]=[C:29]([CH2:32][N:33]2[CH2:38][CH2:37][CH2:36][CH2:35][CH2:34]2)[CH:30]=[CH:31][C:26]=1[O:25][C:19]1[CH:20]=[CH:21][C:22]([F:24])=[C:23]2[C:18]=1[CH2:17][CH2:16][C@H:15]2[O:14][C:12]1[CH:11]=[CH:10][C:9]2[C@H:5]([CH2:4][C:3]([OH:41])=[O:2])[CH2:6][O:7][C:8]=2[CH:13]=1)#[N:40]. (5) Given the reactants B(F)(F)F.CC[O:7][CH2:8][CH3:9].[CH:10]([N:23]1[C:31]2[C:26](=[CH:27][C:28]([Cl:32])=[CH:29][CH:30]=2)[CH:25]=[C:24]1[CH2:33][CH2:34][NH:35][S:36]([CH2:39][C:40]1[C:45]([CH3:46])=[CH:44][CH:43]=[CH:42][C:41]=1[CH3:47])(=[O:38])=[O:37])([C:17]1[CH:22]=[CH:21][CH:20]=[CH:19][CH:18]=1)[C:11]1[CH:16]=[CH:15][CH:14]=[CH:13][CH:12]=1.C([SiH](CC)CC)C.C(OC(=O)C1[CH:64]=[CH:63][C:62]([CH2:65][CH2:66][CH:67]=O)=[CH:61][CH:60]=1)C.FC(F)(F)C(O)=[O:73].B(F)(F)F.C(=O)(O)[O-].[Na+].[OH-].[Na+].C(O)(=O)C, predict the reaction product. The product is: [CH:10]([N:23]1[C:31]2[C:26](=[CH:27][C:28]([Cl:32])=[CH:29][CH:30]=2)[C:25]([CH2:67][CH2:66][CH2:65][C:62]2[CH:63]=[CH:64][C:9]([C:8]([OH:7])=[O:73])=[CH:60][CH:61]=2)=[C:24]1[CH2:33][CH2:34][NH:35][S:36]([CH2:39][C:40]1[C:45]([CH3:46])=[CH:44][CH:43]=[CH:42][C:41]=1[CH3:47])(=[O:38])=[O:37])([C:11]1[CH:12]=[CH:13][CH:14]=[CH:15][CH:16]=1)[C:17]1[CH:18]=[CH:19][CH:20]=[CH:21][CH:22]=1. (6) Given the reactants [Cl:1][C:2]1[CH:3]=[C:4]2[C:14](=[CH:15][CH:16]=1)[C:8]1([CH2:13][CH2:12][O:11][CH2:10][CH2:9]1)[C:7](=[O:17])[C:6]([C:18](OCC)=[O:19])=[C:5]2[OH:23].C(N(C(C)C)C(C)C)C.Cl.[CH3:34][O:35][C:36](=[O:41])[C@H:37]([CH2:39][OH:40])[NH2:38], predict the reaction product. The product is: [Cl:1][C:2]1[CH:3]=[C:4]2[C:14](=[CH:15][CH:16]=1)[C:8]1([CH2:9][CH2:10][O:11][CH2:12][CH2:13]1)[C:7](=[O:17])[C:6]([C:18]([NH:38][C@H:37]([C:36]([O:35][CH3:34])=[O:41])[CH2:39][OH:40])=[O:19])=[C:5]2[OH:23].